Dataset: Forward reaction prediction with 1.9M reactions from USPTO patents (1976-2016). Task: Predict the product of the given reaction. (1) Given the reactants C([O:3][C:4]([C:6]1[CH:10]=[C:9]([CH:11]2[CH2:16][CH2:15][CH2:14][CH2:13][CH2:12]2)[O:8][C:7]=1[CH3:17])=[O:5])C.[OH-].[Na+].Cl, predict the reaction product. The product is: [CH:11]1([C:9]2[O:8][C:7]([CH3:17])=[C:6]([C:4]([OH:5])=[O:3])[CH:10]=2)[CH2:12][CH2:13][CH2:14][CH2:15][CH2:16]1. (2) Given the reactants [OH-:1].[Li+].Cl.[C:4](O)(=O)[CH2:5][C:6]([CH2:11][C:12](O)=O)([C:8]([OH:10])=[O:9])O.[O:17]1[CH2:21][CH2:20][CH2:19][CH2:18]1, predict the reaction product. The product is: [C:6]([O:10][C:8]([C:6]1[CH:5]=[CH:4][C:18]([CH2:19][CH2:20][C:21]([OH:17])=[O:1])=[CH:12][CH:11]=1)=[O:9])([CH3:11])([CH3:8])[CH3:5]. (3) The product is: [CH3:4][O:5][C:6]1[CH:7]=[C:8]([CH:30]=[CH:31][C:32]=1[O:33][CH3:34])[CH2:9][N:10]1[C:19](=[O:20])[C:18]2[C:13](=[CH:14][CH:15]=[C:16]([CH:21]=[O:1])[CH:17]=2)[N:12]([CH:23]2[CH2:28][CH2:27][O:26][CH2:25][CH2:24]2)[C:11]1=[O:29]. Given the reactants [O:1]=[O+][O-].[CH3:4][O:5][C:6]1[CH:7]=[C:8]([CH:30]=[CH:31][C:32]=1[O:33][CH3:34])[CH2:9][N:10]1[C:19](=[O:20])[C:18]2[C:13](=[CH:14][CH:15]=[C:16]([CH:21]=C)[CH:17]=2)[N:12]([CH:23]2[CH2:28][CH2:27][O:26][CH2:25][CH2:24]2)[C:11]1=[O:29], predict the reaction product.